Dataset: Full USPTO retrosynthesis dataset with 1.9M reactions from patents (1976-2016). Task: Predict the reactants needed to synthesize the given product. (1) Given the product [CH2:1]([N:8]1[C:9]2[CH:10]=[C:11]([C:38]3[C:39]([CH3:44])=[N:40][O:41][C:42]=3[CH3:43])[CH:12]=[C:13]([C:35]([NH2:36])=[O:37])[C:14]=2[C:15]2[C:20]1=[CH:19][CH:18]=[C:17]([NH:21][CH3:22])[CH:16]=2)[C:2]1[CH:3]=[CH:4][CH:5]=[CH:6][CH:7]=1, predict the reactants needed to synthesize it. The reactants are: [CH2:1]([N:8]1[C:20]2[CH:19]=[CH:18][C:17]([N:21](C)[C:22](=O)OCC3C=CC(OC)=CC=3)=[CH:16][C:15]=2[C:14]2[C:9]1=[CH:10][C:11]([C:38]1[C:39]([CH3:44])=[N:40][O:41][C:42]=1[CH3:43])=[CH:12][C:13]=2[C:35](=[O:37])[NH2:36])[C:2]1[CH:7]=[CH:6][CH:5]=[CH:4][CH:3]=1.C1(OC)C=CC=CC=1.C(O)(C(F)(F)F)=O. (2) Given the product [CH2:1]([CH:8]1[CH2:9][CH2:10][N:11]([C:14](=[O:18])[C:15]([NH:19][C:20]2[CH:21]=[CH:22][C:23]3[NH:27][S:26](=[O:29])(=[O:28])[CH2:25][C:24]=3[CH:30]=2)=[O:17])[CH2:12][CH2:13]1)[C:2]1[CH:3]=[CH:4][CH:5]=[CH:6][CH:7]=1, predict the reactants needed to synthesize it. The reactants are: [CH2:1]([CH:8]1[CH2:13][CH2:12][N:11]([C:14](=[O:18])[C:15]([OH:17])=O)[CH2:10][CH2:9]1)[C:2]1[CH:7]=[CH:6][CH:5]=[CH:4][CH:3]=1.[NH2:19][C:20]1[CH:21]=[CH:22][C:23]2[NH:27][S:26](=[O:29])(=[O:28])[CH2:25][C:24]=2[CH:30]=1. (3) Given the product [CH:5]([NH:7][C:8]1[C:9]([N+:1]([O-:4])=[O:2])=[C:10]([C:14]([Br:18])=[CH:15][C:16]=1[CH3:17])[C:11]([OH:13])=[O:12])=[O:6], predict the reactants needed to synthesize it. The reactants are: [N+:1]([O-:4])(O)=[O:2].[CH:5]([NH:7][C:8]1[CH:9]=[C:10]([C:14]([Br:18])=[CH:15][C:16]=1[CH3:17])[C:11]([OH:13])=[O:12])=[O:6]. (4) Given the product [CH2:1]([O:8][C:9]1[CH:10]=[C:11]2[C:12]([N:15]([C:16]([C:18]3[C:19]([C:24]4[CH:25]=[CH:26][C:27]([C:30]([F:31])([F:32])[F:33])=[CH:28][CH:29]=4)=[CH:20][CH:21]=[CH:22][CH:23]=3)=[O:17])[CH2:39][C:38](=[O:41])[N:34]2[CH:35]([CH3:36])[CH3:37])=[CH:13][CH:14]=1)[C:2]1[CH:3]=[CH:4][CH:5]=[CH:6][CH:7]=1, predict the reactants needed to synthesize it. The reactants are: [CH2:1]([O:8][C:9]1[CH:14]=[CH:13][C:12]([NH:15][C:16]([C:18]2[C:19]([C:24]3[CH:29]=[CH:28][C:27]([C:30]([F:33])([F:32])[F:31])=[CH:26][CH:25]=3)=[CH:20][CH:21]=[CH:22][CH:23]=2)=[O:17])=[C:11]([N:34]([C:38](=[O:41])[CH2:39]Cl)[CH:35]([CH3:37])[CH3:36])[CH:10]=1)[C:2]1[CH:7]=[CH:6][CH:5]=[CH:4][CH:3]=1.C(=O)([O-])[O-].[K+].[K+].[I-].[Na+]. (5) Given the product [Cl-:2].[CH3:9][NH+:10]1[CH2:11][CH2:12][N:13]([C:16]2[C:17]3[CH:29]=[C:28]([CH3:30])[S:27][C:18]=3[NH:19][C:20]3[CH:26]=[CH:25][CH:24]=[CH:23][C:21]=3[N:22]=2)[CH2:14][CH2:15]1, predict the reactants needed to synthesize it. The reactants are: [I-].[Cl-:2].[I-].CC(C)(CCCCCCCCCCCC)C(O[CH2:9][N+:10]1(C)[CH2:15][CH2:14][N:13]([C:16]2[C:17]3[CH:29]=[C:28]([CH3:30])[S:27][C:18]=3[NH:19][C:20]3[CH:26]=[CH:25][CH:24]=[CH:23][C:21]=3[N:22]=2)[CH2:12][CH2:11]1)=O.[I-].CC(C)(CCCCCC)C(OC[N+]1(C)CCN(C2C3C=C(C)SC=3NC3C=CC=CC=3N=2)CC1)=O. (6) Given the product [CH:25]1([CH2:24][CH:17]([C:13]2[CH:14]=[CH:15][CH:16]=[C:11]([C:10]([F:21])([F:22])[F:9])[CH:12]=2)[C:18]([OH:20])=[O:19])[CH2:29][CH2:28][CH2:27][CH2:26]1, predict the reactants needed to synthesize it. The reactants are: C([N-]C(C)C)(C)C.[Li+].[F:9][C:10]([F:22])([F:21])[C:11]1[CH:12]=[C:13]([CH2:17][C:18]([OH:20])=[O:19])[CH:14]=[CH:15][CH:16]=1.I[CH2:24][CH:25]1[CH2:29][CH2:28][CH2:27][CH2:26]1.